From a dataset of TCR-epitope binding with 47,182 pairs between 192 epitopes and 23,139 TCRs. Binary Classification. Given a T-cell receptor sequence (or CDR3 region) and an epitope sequence, predict whether binding occurs between them. (1) The epitope is SSNVANYQK. The TCR CDR3 sequence is CASSLSVGLVETQYF. Result: 0 (the TCR does not bind to the epitope). (2) The epitope is LLFNKVTLA. The TCR CDR3 sequence is CSVWPEDQETQYF. Result: 0 (the TCR does not bind to the epitope). (3) The epitope is LLFGYPVYV. The TCR CDR3 sequence is CASGDRGYNEQFF. Result: 0 (the TCR does not bind to the epitope). (4) The epitope is LLSAGIFGA. The TCR CDR3 sequence is CASNHLRLAGETQYF. Result: 0 (the TCR does not bind to the epitope). (5) The epitope is LLALHRSYL. The TCR CDR3 sequence is CSVTTGTNTGELFF. Result: 0 (the TCR does not bind to the epitope). (6) The epitope is ITEEVGHTDLMAAY. The TCR CDR3 sequence is CASSLGVGGEPEAFF. Result: 1 (the TCR binds to the epitope). (7) The epitope is TPQDLNTML. The TCR CDR3 sequence is CASSLDPEKGAFF. Result: 1 (the TCR binds to the epitope). (8) The epitope is TPRVTGGGAM. The TCR CDR3 sequence is CASSLDLPGPEGETQYF. Result: 0 (the TCR does not bind to the epitope). (9) Result: 1 (the TCR binds to the epitope). The TCR CDR3 sequence is CASNPSGNNYGYTF. The epitope is KLNVGDYFV. (10) The epitope is VLQAVGACV. The TCR CDR3 sequence is CASSSAHEQYF. Result: 1 (the TCR binds to the epitope).